This data is from Peptide-MHC class II binding affinity with 134,281 pairs from IEDB. The task is: Regression. Given a peptide amino acid sequence and an MHC pseudo amino acid sequence, predict their binding affinity value. This is MHC class II binding data. The peptide sequence is VTRMAMTDTTPFGQQ. The MHC is HLA-DQA10201-DQB10303 with pseudo-sequence HLA-DQA10201-DQB10303. The binding affinity (normalized) is 0.397.